Dataset: Aqueous solubility values for 9,982 compounds from the AqSolDB database. Task: Regression/Classification. Given a drug SMILES string, predict its absorption, distribution, metabolism, or excretion properties. Task type varies by dataset: regression for continuous measurements (e.g., permeability, clearance, half-life) or binary classification for categorical outcomes (e.g., BBB penetration, CYP inhibition). For this dataset (solubility_aqsoldb), we predict Y. (1) The molecule is Nc1cccc(C(F)(F)F)c1. The Y is -1.51 log mol/L. (2) The drug is Cc1cccc(CO)c1. The Y is -0.388 log mol/L. (3) The compound is O=C1COC2(CCN(CCc3c[nH]c4ccccc34)CC2)CN1. The Y is -2.99 log mol/L. (4) The Y is -4.20 log mol/L. The molecule is CCCCCCCCCC(C)=O. (5) The drug is CN(C)c1ncnc2[nH]cnc12. The Y is -1.30 log mol/L.